This data is from Reaction yield outcomes from USPTO patents with 853,638 reactions. The task is: Predict the reaction yield, written as a fraction of the theoretical maximum amount of product (1.0 means a 100% yield; for example, 0.34 means a 34% yield). (1) The reactants are [CH:1]1([N:7]2[CH2:11][C:10]([CH3:13])([CH3:12])[CH:9](OS(C3C=CC(C)=CC=3)(=O)=O)[C:8]2=[O:25])[CH2:6][CH2:5][CH2:4][CH2:3][CH2:2]1.[Cl:26][C:27]1[CH:32]=[C:31]([Cl:33])[CH:30]=[CH:29][C:28]=1[SH:34].C1CCN2C(=NCCC2)CC1. The catalyst is CN(C=O)C. The product is [CH:1]1([N:7]2[CH2:11][C:10]([CH3:12])([CH3:13])[CH:9]([S:34][C:28]3[CH:29]=[CH:30][C:31]([Cl:33])=[CH:32][C:27]=3[Cl:26])[C:8]2=[O:25])[CH2:2][CH2:3][CH2:4][CH2:5][CH2:6]1. The yield is 0.290. (2) The reactants are [NH2:1][C:2]1[N:7]=[CH:6][N:5]=[C:4]2[N:8]([C@@H:27]3[CH2:32][CH2:31][CH2:30][N:29](C(OC(C)(C)C)=O)[CH2:28]3)[N:9]=[C:10]([C:11]3[CH:16]=[CH:15][C:14]([O:17][C:18]4[CH:23]=[CH:22][CH:21]=[C:20]([F:24])[C:19]=4[F:25])=[CH:13][C:12]=3[F:26])[C:3]=12. The catalyst is C(Cl)Cl.C(O)(C(F)(F)F)=O. The product is [F:25][C:19]1[C:20]([F:24])=[CH:21][CH:22]=[CH:23][C:18]=1[O:17][C:14]1[CH:15]=[CH:16][C:11]([C:10]2[C:3]3[C:4](=[N:5][CH:6]=[N:7][C:2]=3[NH2:1])[N:8]([C@@H:27]3[CH2:32][CH2:31][CH2:30][NH:29][CH2:28]3)[N:9]=2)=[C:12]([F:26])[CH:13]=1. The yield is 0.800. (3) The reactants are [N:1]1([C:7]2[N:15]=[C:14]3[C:10]([N:11](COCC[Si](C)(C)C)[C:12]([C:16]([C:18]4[CH:19]=[C:20]([CH3:24])[CH:21]=[CH:22][CH:23]=4)=[O:17])=[N:13]3)=[C:9]([N:33]3[CH2:38][CH2:37][O:36][CH2:35][CH2:34]3)[N:8]=2)[CH2:6][CH2:5][O:4][CH2:3][CH2:2]1. The catalyst is C(O)C.Cl. The product is [N:1]1([C:7]2[N:15]=[C:14]3[C:10]([NH:11][C:12]([C:16]([C:18]4[CH:19]=[C:20]([CH3:24])[CH:21]=[CH:22][CH:23]=4)=[O:17])=[N:13]3)=[C:9]([N:33]3[CH2:38][CH2:37][O:36][CH2:35][CH2:34]3)[N:8]=2)[CH2:6][CH2:5][O:4][CH2:3][CH2:2]1. The yield is 0.570. (4) The reactants are [CH3:1][O:2][C:3]1[CH:8]=[CH:7][C:6]([O:9][CH3:10])=[CH:5][C:4]=1[NH:11][C:12]([CH:14]1[CH2:19][CH2:18][CH2:17][CH2:16][CH2:15]1)=[S:13]. The catalyst is [OH-].[Na+].[Fe-3](C#N)(C#N)(C#N)(C#N)(C#N)C#N.[K+].[K+].[K+]. The product is [CH:14]1([C:12]2[S:13][C:5]3[C:6]([O:9][CH3:10])=[CH:7][CH:8]=[C:3]([O:2][CH3:1])[C:4]=3[N:11]=2)[CH2:19][CH2:18][CH2:17][CH2:16][CH2:15]1. The yield is 0.880. (5) The reactants are F[C:2]1[CH:7]=[CH:6][C:5]([N+:8]([O-:10])=[O:9])=[CH:4][C:3]=1[C:11]([F:14])([F:13])[F:12].[NH:15]1[CH2:20][CH2:19][O:18][CH2:17][CH2:16]1.C(N(C(C)C)CC)(C)C.C(#N)C. The catalyst is O. The product is [N+:8]([C:5]1[CH:6]=[CH:7][C:2]([N:15]2[CH2:20][CH2:19][O:18][CH2:17][CH2:16]2)=[C:3]([C:11]([F:14])([F:13])[F:12])[CH:4]=1)([O-:10])=[O:9]. The yield is 0.910. (6) The reactants are C([N:8]1[CH2:13][CH2:12][C:11]2[N:14]3[N:19]=[C:18]([C:20]4[CH:25]=[CH:24][C:23]([O:26][C:27]5[CH:32]=[CH:31][CH:30]=[CH:29][CH:28]=5)=[CH:22][CH:21]=4)[C:17]([C:33]([NH2:35])=[O:34])=[C:15]3[NH:16][C:10]=2[CH2:9]1)C1C=CC=CC=1. The catalyst is CO.[Pd]. The product is [O:26]([C:23]1[CH:22]=[CH:21][C:20]([C:18]2[C:17]([C:33]([NH2:35])=[O:34])=[C:15]3[NH:16][C:10]4[CH2:9][NH:8][CH2:13][CH2:12][C:11]=4[N:14]3[N:19]=2)=[CH:25][CH:24]=1)[C:27]1[CH:32]=[CH:31][CH:30]=[CH:29][CH:28]=1. The yield is 0.770.